This data is from Forward reaction prediction with 1.9M reactions from USPTO patents (1976-2016). The task is: Predict the product of the given reaction. (1) Given the reactants [CH2:1]([O:3][C:4](=[O:34])[CH:5]([C:10]1[CH:11]=[C:12]([C:24]2[CH:29]=[CH:28][C:27]([C:30]([F:33])([F:32])[F:31])=[CH:26][CH:25]=2)[CH:13]=[C:14](OS(C(F)(F)F)(=O)=O)[CH:15]=1)[CH2:6][CH:7]([CH3:9])[CH3:8])[CH3:2].[N:35]1[CH:40]=[CH:39][CH:38]=[C:37](B(O)O)[CH:36]=1.C([O-])([O-])=O.[Na+].[Na+], predict the reaction product. The product is: [CH2:1]([O:3][C:4](=[O:34])[CH:5]([C:10]1[CH:11]=[C:12]([C:24]2[CH:29]=[CH:28][C:27]([C:30]([F:31])([F:33])[F:32])=[CH:26][CH:25]=2)[CH:13]=[C:14]([C:37]2[CH:36]=[N:35][CH:40]=[CH:39][CH:38]=2)[CH:15]=1)[CH2:6][CH:7]([CH3:8])[CH3:9])[CH3:2]. (2) Given the reactants C([O:3][C:4](=[O:24])[CH2:5][CH2:6][C:7]1[CH:12]=[CH:11][C:10]([S:13][CH2:14][CH2:15][C@H:16]([O:18]S(C)(=O)=O)[CH3:17])=[CH:9][C:8]=1[CH3:23])C.[F:25][C:26]1[CH:43]=[CH:42][C:29]([O:30][C:31]2[CH:36]=[C:35]([C:37]([F:40])([F:39])[F:38])[CH:34]=[CH:33][C:32]=2O)=[CH:28][CH:27]=1, predict the reaction product. The product is: [F:25][C:26]1[CH:27]=[CH:28][C:29]([O:30][C:31]2[CH:36]=[C:35]([C:37]([F:38])([F:39])[F:40])[CH:34]=[CH:33][C:32]=2[O:18][C@@H:16]([CH3:17])[CH2:15][CH2:14][S:13][C:10]2[CH:11]=[CH:12][C:7]([CH2:6][CH2:5][C:4]([OH:3])=[O:24])=[C:8]([CH3:23])[CH:9]=2)=[CH:42][CH:43]=1.